The task is: Predict the reactants needed to synthesize the given product.. This data is from Full USPTO retrosynthesis dataset with 1.9M reactions from patents (1976-2016). (1) Given the product [C:24]([N:8]1[CH2:9][CH2:10][CH:11]([NH:14][C:15]2[CH:16]=[C:17]3[C:21](=[CH:22][CH:23]=2)[NH:20][N:19]=[CH:18]3)[CH2:12][CH2:13]1)(=[O:26])[CH3:25], predict the reactants needed to synthesize it. The reactants are: C(N(CC)CC)C.[NH:8]1[CH2:13][CH2:12][CH:11]([NH:14][C:15]2[CH:16]=[C:17]3[C:21](=[CH:22][CH:23]=2)[NH:20][N:19]=[CH:18]3)[CH2:10][CH2:9]1.[C:24](Cl)(=[O:26])[CH3:25].[OH-].[Na+]. (2) The reactants are: [CH2:1]([O:4][C:5]([C:7]1[N:8]([NH:13][CH2:14][CH2:15][CH:16]([CH3:18])[CH3:17])[CH:9]=[C:10]([F:12])[CH:11]=1)=[O:6])[CH:2]=[CH2:3].C[CH:20](C(Cl)=O)[C:21](Cl)=[O:22].[C:27](=[O:30])(O)[O-:28].[Na+].O1[CH2:37][CH2:36][O:35][CH2:34][CH2:33]1. Given the product [CH2:1]([O:4][C:5]([C:7]1[N:8]([N:13]([C:21](=[O:22])[CH2:20][C:27]([O:28][CH3:33])=[O:30])[CH2:14][CH2:15][CH:16]([CH3:18])[CH3:17])[CH:9]=[C:10]([F:12])[CH:11]=1)=[O:6])[CH:2]=[CH2:3].[CH2:1]([O:4][C:5]([C:7]1[N:8]([N:13]([C:21](=[O:22])[CH2:37][C:36]([O:35][CH2:34][CH3:33])=[O:28])[CH2:14][CH2:15][CH:16]([CH3:18])[CH3:17])[CH:9]=[C:10]([F:12])[CH:11]=1)=[O:6])[CH:2]=[CH2:3], predict the reactants needed to synthesize it. (3) Given the product [F:34][C:28]1[CH:29]=[C:30]([F:33])[CH:31]=[CH:32][C:27]=1/[CH:26]=[CH:25]/[C:22]1[O:23][CH:24]=[C:20]([CH2:19][O:15][C:11]2[CH:10]=[C:9]([CH2:8][CH2:7][CH2:6][N:1]3[CH:5]=[CH:4][N:3]=[N:2]3)[CH:14]=[CH:13][CH:12]=2)[N:21]=1, predict the reactants needed to synthesize it. The reactants are: [N:1]1([CH2:6][CH2:7][CH2:8][C:9]2[CH:10]=[C:11]([OH:15])[CH:12]=[CH:13][CH:14]=2)[CH:5]=[CH:4][N:3]=[N:2]1.[H-].[Na+].Cl[CH2:19][C:20]1[N:21]=[C:22](/[CH:25]=[CH:26]/[C:27]2[CH:32]=[CH:31][C:30]([F:33])=[CH:29][C:28]=2[F:34])[O:23][CH:24]=1.